From a dataset of Full USPTO retrosynthesis dataset with 1.9M reactions from patents (1976-2016). Predict the reactants needed to synthesize the given product. (1) Given the product [O:16]1[CH:20]=[CH:19][CH:18]=[C:17]1[C:21]1[CH:22]=[C:23]([C:2]2[CH:11]=[CH:10][N:9]=[C:8]3[C:3]=2[CH:4]=[CH:5][C:6]([C:12]([F:15])([F:14])[F:13])=[N:7]3)[CH:24]=[CH:25][CH:26]=1, predict the reactants needed to synthesize it. The reactants are: Cl[C:2]1[CH:11]=[CH:10][N:9]=[C:8]2[C:3]=1[CH:4]=[CH:5][C:6]([C:12]([F:15])([F:14])[F:13])=[N:7]2.[O:16]1[CH:20]=[CH:19][CH:18]=[C:17]1[C:21]1[CH:22]=[C:23](B2OCC(C)(C)CO2)[CH:24]=[CH:25][CH:26]=1. (2) Given the product [CH2:3]([N:10]1[CH2:15][CH2:14][CH:13]([C:16]([C:18]2[CH:19]=[CH:20][C:21]([C:22]([OH:24])=[O:23])=[CH:32][CH:33]=2)=[O:17])[CH2:12][CH2:11]1)[C:4]1[CH:5]=[CH:6][CH:7]=[CH:8][CH:9]=1, predict the reactants needed to synthesize it. The reactants are: [OH-].[Na+].[CH2:3]([N:10]1[CH2:15][CH2:14][CH:13]([C:16]([C:18]2[CH:33]=[CH:32][C:21]([C:22]([O:24]CC3C=CC=CC=3)=[O:23])=[CH:20][CH:19]=2)=[O:17])[CH2:12][CH2:11]1)[C:4]1[CH:9]=[CH:8][CH:7]=[CH:6][CH:5]=1.Cl. (3) The reactants are: [F:1][CH:2]([F:20])[O:3][C:4]1[CH:9]=[CH:8][C:7]([NH:10][C:11]2[CH:16]=[CH:15][C:14]([C:17](=O)[CH3:18])=[CH:13][CH:12]=2)=[CH:6][CH:5]=1.[NH2:21][OH:22]. Given the product [F:1][CH:2]([F:20])[O:3][C:4]1[CH:9]=[CH:8][C:7]([NH:10][C:11]2[CH:16]=[CH:15][C:14](/[C:17](=[N:21]\[OH:22])/[CH3:18])=[CH:13][CH:12]=2)=[CH:6][CH:5]=1, predict the reactants needed to synthesize it. (4) Given the product [CH:1]1[C:10]2[C:5](=[CH:6][CH:7]=[CH:8][CH:9]=2)[CH:4]=[CH:3][C:2]=1[S:11]([C:14]1([CH:17]=[O:18])[CH2:15][CH2:16]1)(=[O:13])=[O:12].[CH:1]1[C:10]2[C:5](=[CH:6][CH:7]=[CH:8][CH:9]=2)[CH:4]=[CH:3][C:2]=1[S:11]([C:14]1([CH2:17][OH:18])[CH2:15][CH2:16]1)(=[O:13])=[O:12], predict the reactants needed to synthesize it. The reactants are: [CH:1]1[C:10]2[C:5](=[CH:6][CH:7]=[CH:8][CH:9]=2)[CH:4]=[CH:3][C:2]=1[S:11]([C:14]1([C:17](OC)=[O:18])[CH2:16][CH2:15]1)(=[O:13])=[O:12].C([Al]CC(C)C)C(C)C.CO.C(Cl)Cl.CCOC(C)=O. (5) Given the product [CH:28]1([CH2:34][C@H:35]([N:39]2[CH2:47][C:46]3[C:41](=[CH:42][CH:43]=[CH:44][CH:45]=3)[C:40]2=[O:49])[C:36]([NH:50][C:51]2[CH:56]=[CH:55][C:54]([CH3:11])=[CH:53][N:52]=2)=[O:38])[CH2:29][CH2:30][CH2:31][CH2:32][CH2:33]1, predict the reactants needed to synthesize it. The reactants are: F[P-](F)(F)(F)(F)F.N1(O[P+](N(C)C)(N(C)C)N(C)C)C2C=CC=C[C:11]=2N=N1.[CH:28]1([CH2:34][C@H:35]([N:39]2[CH2:47][C:46]3[C:41](=[CH:42][CH:43]=[CH:44][C:45]=3Cl)[C:40]2=[O:49])[C:36]([OH:38])=O)[CH2:33][CH2:32][CH2:31][CH2:30][CH2:29]1.[NH2:50][C:51]1[CH:56]=[CH:55][CH:54]=[CH:53][N:52]=1.C1(C[C@H](N2CC3C(=CC=CC=3)C2=O)C(NC2SC=CN=2)=O)CCCCC1. (6) Given the product [CH3:20][C:9]1[C:10]([C:11]2[C:16]([CH3:17])=[CH:15][C:14]([CH3:18])=[CH:13][C:12]=2[CH3:19])=[C:6]2[N:5]=[C:4]([CH3:21])[CH:3]=[C:2]([NH:27][CH:24]([CH2:25][CH3:26])[CH2:22][CH3:23])[N:7]2[N:8]=1, predict the reactants needed to synthesize it. The reactants are: Cl[C:2]1[N:7]2[N:8]=[C:9]([CH3:20])[C:10]([C:11]3[C:16]([CH3:17])=[CH:15][C:14]([CH3:18])=[CH:13][C:12]=3[CH3:19])=[C:6]2[N:5]=[C:4]([CH3:21])[CH:3]=1.[CH2:22]([CH:24]([NH2:27])[CH2:25][CH3:26])[CH3:23]. (7) Given the product [O:25]=[S:2]1(=[O:1])[N:7]([CH:8]2[CH2:9][CH2:10][NH:11][CH2:12][CH2:13]2)[CH2:6][C:5]2[CH:21]=[CH:22][CH:23]=[CH:24][C:4]=2[NH:3]1, predict the reactants needed to synthesize it. The reactants are: [O:1]=[S:2]1(=[O:25])[N:7]([CH:8]2[CH2:13][CH2:12][N:11](CC3C=CC=CC=3)[CH2:10][CH2:9]2)[CH2:6][C:5]2[CH:21]=[CH:22][CH:23]=[CH:24][C:4]=2[NH:3]1. (8) Given the product [C:1]([O:5][C:6]([N:8]1[C@@H:16]2[C@@H:11]([C@H:12]([O:17][C:18](=[O:20])[CH3:19])[CH2:13][CH2:14][CH2:15]2)[CH2:10][CH2:9]1)=[O:7])([CH3:4])([CH3:2])[CH3:3].[C:18]([OH:21])(=[O:20])[CH3:19], predict the reactants needed to synthesize it. The reactants are: [C:1]([O:5][C:6]([N:8]1[CH:16]2[CH:11]([CH:12]([OH:17])[CH2:13][CH2:14][CH2:15]2)[CH2:10][CH2:9]1)=[O:7])([CH3:4])([CH3:3])[CH3:2].[C:18]([O:21]C=C)(=[O:20])[CH3:19].